This data is from Peptide-MHC class I binding affinity with 185,985 pairs from IEDB/IMGT. The task is: Regression. Given a peptide amino acid sequence and an MHC pseudo amino acid sequence, predict their binding affinity value. This is MHC class I binding data. (1) The peptide sequence is GSCVYNMMGK. The MHC is HLA-A03:01 with pseudo-sequence HLA-A03:01. The binding affinity (normalized) is 0.571. (2) The peptide sequence is LPWHRLFLL. The MHC is HLA-B54:01 with pseudo-sequence HLA-B54:01. The binding affinity (normalized) is 0.680.